From a dataset of Full USPTO retrosynthesis dataset with 1.9M reactions from patents (1976-2016). Predict the reactants needed to synthesize the given product. (1) Given the product [ClH:21].[CH3:19][O:16][CH2:15][CH2:14][CH:11]1[CH2:10][CH2:9][NH:8][CH2:13][CH2:12]1, predict the reactants needed to synthesize it. The reactants are: C([N:8]1[CH2:13][CH2:12][CH:11]([CH2:14][CH2:15][OH:16])[CH2:10][CH2:9]1)(OC(C)(C)C)=O.[H-].[Na+].[CH3:19]I.[ClH:21]. (2) Given the product [CH3:2][O:3][C:4]1[CH:9]=[CH:8][CH:7]=[CH:6][C:5]=1[N:10]1[C:5]([NH2:10])=[CH:4][C:9]([CH3:8])=[N:11]1, predict the reactants needed to synthesize it. The reactants are: Cl.[CH3:2][O:3][C:4]1[CH:9]=[CH:8][CH:7]=[CH:6][C:5]=1[NH:10][NH2:11].[OH-].[Na+]. (3) The reactants are: S(S([O-])=O)([O-])=O.[Na+].[Na+].[NH2:9][C:10]1[N:15]([C:16]2[CH:21]=[CH:20][CH:19]=[C:18]([O:22][C:23]([F:26])([F:25])[F:24])[CH:17]=2)[C:14](=[S:27])[NH:13][C:12](=[O:28])[C:11]=1[N:29]=O.S(=O)(=O)(O)O. Given the product [NH2:29][C:11]1[C:12](=[O:28])[NH:13][C:14](=[S:27])[N:15]([C:16]2[CH:21]=[CH:20][CH:19]=[C:18]([O:22][C:23]([F:24])([F:25])[F:26])[CH:17]=2)[C:10]=1[NH2:9], predict the reactants needed to synthesize it. (4) Given the product [NH2:37][C@@H:4]([CH2:3][C:2]([F:55])([F:56])[F:1])[C:5]([NH:7][C@@:8]([C:23]1[CH:28]=[C:27]([O:29][C:30]([F:35])([F:34])[CH:31]([F:33])[F:32])[CH:26]=[C:25]([F:36])[CH:24]=1)([C:16]1[CH:17]=[CH:18][C:19]([F:22])=[CH:20][CH:21]=1)[CH2:9][C:10]1[CH:11]=[CH:12][CH:13]=[CH:14][CH:15]=1)=[O:6], predict the reactants needed to synthesize it. The reactants are: [F:1][C:2]([F:56])([F:55])[CH2:3][C@H:4]([NH:37]C(=O)OCC1C2C=CC=CC=2C2C1=CC=CC=2)[C:5]([NH:7][C@@:8]([C:23]1[CH:28]=[C:27]([O:29][C:30]([F:35])([F:34])[CH:31]([F:33])[F:32])[CH:26]=[C:25]([F:36])[CH:24]=1)([C:16]1[CH:21]=[CH:20][C:19]([F:22])=[CH:18][CH:17]=1)[CH2:9][C:10]1[CH:15]=[CH:14][CH:13]=[CH:12][CH:11]=1)=[O:6].N1CCCCC1.